Task: Predict the reaction yield, written as a fraction of the theoretical maximum amount of product (1.0 means a 100% yield; for example, 0.34 means a 34% yield).. Dataset: Reaction yield outcomes from USPTO patents with 853,638 reactions (1) The reactants are Cl.Cl[CH2:3][C:4]1[N:8]2[CH:9]=[CH:10][CH:11]=[CH:12][C:7]2=[N:6][C:5]=1[C:13]1[CH:18]=[CH:17][CH:16]=[CH:15][CH:14]=1.[F:19][C:20]1[CH:25]=[C:24]([F:26])[N:23]=[C:22]([NH2:27])[N:21]=1. No catalyst specified. The product is [F:19][C:20]1[CH:25]=[C:24]([F:26])[N:23]=[C:22]([NH:27][CH2:3][C:4]2[N:8]3[CH:9]=[CH:10][CH:11]=[CH:12][C:7]3=[N:6][C:5]=2[C:13]2[CH:18]=[CH:17][CH:16]=[CH:15][CH:14]=2)[N:21]=1. The yield is 0.170. (2) The reactants are [Cl-].O[NH3+:3].[C:4](=[O:7])([O-])[OH:5].[Na+].CS(C)=O.[CH2:13]([C:15]1[N:16]([C:40]2[CH:45]=[CH:44][C:43]([O:46][CH3:47])=[CH:42][CH:41]=2)[C:17](=[O:39])[C:18]([CH2:24][C:25]2[CH:30]=[CH:29][C:28]([C:31]3[C:32]([C:37]#[N:38])=[CH:33][CH:34]=[CH:35][CH:36]=3)=[CH:27][CH:26]=2)=[C:19]([CH2:21][CH2:22][CH3:23])[N:20]=1)[CH3:14]. The catalyst is C(OCC)(=O)C. The product is [CH2:13]([C:15]1[N:16]([C:40]2[CH:45]=[CH:44][C:43]([O:46][CH3:47])=[CH:42][CH:41]=2)[C:17](=[O:39])[C:18]([CH2:24][C:25]2[CH:30]=[CH:29][C:28]([C:31]3[CH:36]=[CH:35][CH:34]=[CH:33][C:32]=3[C:37]3[NH:3][C:4](=[O:7])[O:5][N:38]=3)=[CH:27][CH:26]=2)=[C:19]([CH2:21][CH2:22][CH3:23])[N:20]=1)[CH3:14]. The yield is 0.510. (3) The reactants are [C:1]([O:5][C:6]([N:8]1[CH2:13][CH2:12][N:11](C2C(=O)N(CC(C)C)N=C(C3C=CC(C)=C(F)C=3)C=2C)[CH2:10][CH2:9]1)=[O:7])([CH3:4])([CH3:3])[CH3:2].[CH2:34]([N:43]1[C:48](=[O:49])[C:47](COS(C)(=O)=O)=[CH:46][C:45]([C:56]2[CH:61]=[CH:60][C:59]([F:62])=[C:58]([CH3:63])[CH:57]=2)=[N:44]1)[CH:35]=[CH:36][C:37]1[CH:42]=[CH:41][CH:40]=[CH:39][CH:38]=1.N1(C(OC(C)(C)C)=O)CCNC[CH2:65]1. No catalyst specified. The yield is 0.867. The product is [C:1]([O:5][C:6]([N:8]1[CH2:13][CH2:12][N:11]([C:47]2[C:48](=[O:49])[N:43]([CH2:34][CH:35]=[CH:36][C:37]3[CH:38]=[CH:39][CH:40]=[CH:41][CH:42]=3)[N:44]=[C:45]([C:56]3[CH:61]=[CH:60][C:59]([F:62])=[C:58]([CH3:63])[CH:57]=3)[C:46]=2[CH3:65])[CH2:10][CH2:9]1)=[O:7])([CH3:4])([CH3:2])[CH3:3]. (4) The reactants are [Li+].C[Si]([N-][Si](C)(C)C)(C)C.[C:11]([O:15][C:16]([N:18]1[CH2:22][CH2:21][CH2:20][C:19]1=[O:23])=[O:17])([CH3:14])([CH3:13])[CH3:12].[CH3:24][C:25]1[CH:32]=[CH:31][C:28]([CH2:29]Br)=[CH:27][CH:26]=1.C1C[O:36]CC1. No catalyst specified. The product is [C:11]([O:15][C:16]([NH:18][CH2:22][CH2:21][CH:20]([CH2:24][C:25]1[CH:32]=[CH:31][C:28]([CH3:29])=[CH:27][CH:26]=1)[C:19]([OH:23])=[O:36])=[O:17])([CH3:14])([CH3:13])[CH3:12]. The yield is 0.490. (5) The reactants are Cl[C:2]1[CH:7]=[CH:6][N:5]=[C:4]2[CH:8]=[C:9]([C:11]([N:13]3[CH2:17][CH2:16][CH:15]([CH2:18][NH:19][CH3:20])[CH2:14]3)=[O:12])[S:10][C:3]=12.[CH3:21][NH:22][C:23]([C:25]1[C:33]2[C:28](=[CH:29][C:30]([OH:34])=[CH:31][CH:32]=2)[N:27]([CH3:35])[C:26]=1[CH3:36])=[O:24].C([O-])([O-])=O.[Cs+].[Cs+]. No catalyst specified. The product is [CH3:21][NH:22][C:23]([C:25]1[C:33]2[C:28](=[CH:29][C:30]([O:34][C:2]3[CH:7]=[CH:6][N:5]=[C:4]4[CH:8]=[C:9]([C:11]([N:13]5[CH2:17][CH2:16][CH:15]([CH2:18][NH:19][CH3:20])[CH2:14]5)=[O:12])[S:10][C:3]=34)=[CH:31][CH:32]=2)[N:27]([CH3:35])[C:26]=1[CH3:36])=[O:24]. The yield is 0.540. (6) The reactants are Br[C:2]1[CH:3]=[C:4]([C:24]([F:27])([F:26])[F:25])[N:5]2[CH2:22][CH2:21][N:20]([CH3:23])[C:7]3([CH2:12][CH2:11][N:10]([C:13]([O:15][C:16]([CH3:19])([CH3:18])[CH3:17])=[O:14])[CH2:9][CH2:8]3)[C:6]=12.[C:28]([Zn]C#N)#[N:29]. The catalyst is CN(C=O)C.C1C=CC([P]([Pd]([P](C2C=CC=CC=2)(C2C=CC=CC=2)C2C=CC=CC=2)([P](C2C=CC=CC=2)(C2C=CC=CC=2)C2C=CC=CC=2)[P](C2C=CC=CC=2)(C2C=CC=CC=2)C2C=CC=CC=2)(C2C=CC=CC=2)C2C=CC=CC=2)=CC=1. The product is [C:28]([C:2]1[CH:3]=[C:4]([C:24]([F:26])([F:25])[F:27])[N:5]2[CH2:22][CH2:21][N:20]([CH3:23])[C:7]3([CH2:8][CH2:9][N:10]([C:13]([O:15][C:16]([CH3:19])([CH3:18])[CH3:17])=[O:14])[CH2:11][CH2:12]3)[C:6]=12)#[N:29]. The yield is 0.350. (7) The yield is 0.902. The product is [NH2:1][C@@:2]([C:8]1[CH:13]=[C:12]([Br:14])[CH:11]=[CH:10][C:9]=1[F:15])([CH3:7])[CH2:3][OH:4]. The reactants are [NH2:1][C@@:2]([C:8]1[CH:13]=[C:12]([Br:14])[CH:11]=[CH:10][C:9]=1[F:15])([CH3:7])[C:3](OC)=[O:4].[H-].[Al+3].[Li+].[H-].[H-].[H-].O.[OH-].[Na+].[O-]S([O-])(=O)=O.[Na+].[Na+]. The catalyst is C(OCC)C. (8) The reactants are [N:1]1[C:10]2[C:5](=[CH:6][C:7]([CH2:11][N:12]3[C:16]4=[N:17][C:18]([C:21]5[CH:22]=[C:23]([CH:28]=[CH:29][CH:30]=5)[C:24]([O:26]C)=[O:25])=[CH:19][CH:20]=[C:15]4[N:14]=[N:13]3)=[CH:8][CH:9]=2)[CH:4]=[CH:3][CH:2]=1.[OH-].[Li+].Cl. The catalyst is CO.O. The product is [N:1]1[C:10]2[C:5](=[CH:6][C:7]([CH2:11][N:12]3[C:16]4=[N:17][C:18]([C:21]5[CH:22]=[C:23]([CH:28]=[CH:29][CH:30]=5)[C:24]([OH:26])=[O:25])=[CH:19][CH:20]=[C:15]4[N:14]=[N:13]3)=[CH:8][CH:9]=2)[CH:4]=[CH:3][CH:2]=1. The yield is 0.380. (9) The reactants are [CH:1]1[CH:2]=[C:3]([CH2:6][NH:7][C:8]2[C:13]([C:14]([OH:16])=O)=[CH:12][C:11]([S:17]([NH2:20])(=[O:19])=[O:18])=[C:10]([Cl:21])[CH:9]=2)[O:4][CH:5]=1.C(N1C=CN=C1)(N1C=CN=C1)=O.[CH2:34]([NH2:41])[C:35]1[CH:40]=[CH:39][CH:38]=[CH:37][CH:36]=1. The catalyst is C1COCC1. The product is [CH2:34]([NH:41][C:14](=[O:16])[C:13]1[CH:12]=[C:11]([S:17]([NH2:20])(=[O:19])=[O:18])[C:10]([Cl:21])=[CH:9][C:8]=1[NH:7][CH2:6][C:3]1[O:4][CH:5]=[CH:1][CH:2]=1)[C:35]1[CH:40]=[CH:39][CH:38]=[CH:37][CH:36]=1. The yield is 0.630.